Dataset: Forward reaction prediction with 1.9M reactions from USPTO patents (1976-2016). Task: Predict the product of the given reaction. (1) Given the reactants [C:1]1([C:7]2[CH:12]=[CH:11][CH:10]=[CH:9][CH:8]=2)[CH:6]=[CH:5][CH:4]=[CH:3][CH:2]=1.C[N:14]([C:16]([O:20]N1N=NC2C=CC=CC1=2)=[N+](C)C)C.F[P-](F)(F)(F)(F)F.CN(C)C[C@@H](N)CC1SC=CC=1, predict the reaction product. The product is: [C:1]1([C:7]2[CH:8]=[CH:9][CH:10]=[CH:11][CH:12]=2)[C:6]([C:16]([NH2:14])=[O:20])=[CH:5][CH:4]=[CH:3][CH:2]=1. (2) Given the reactants Br[C:2]1[CH:3]=[CH:4][C:5]([O:30][CH3:31])=[C:6]([C:8]([CH3:29])([CH3:28])[CH2:9][C:10]([OH:27])([C:23]([F:26])([F:25])[F:24])[CH2:11][N:12]2[C:21]3[C:16](=[CH:17][CH:18]=[CH:19][CH:20]=3)[C:15](=[O:22])[CH:14]=[CH:13]2)[CH:7]=1.[CH:32]([O:34]CCCC)=[CH2:33].C1(P(C2C=CC=CC=2)CCCP(C2C=CC=CC=2)C2C=CC=CC=2)C=CC=CC=1.C([O-])([O-])=O.[K+].[K+].Cl, predict the reaction product. The product is: [C:32]([C:2]1[CH:3]=[CH:4][C:5]([O:30][CH3:31])=[C:6]([C:8]([CH3:29])([CH3:28])[CH2:9][C:10]([OH:27])([C:23]([F:25])([F:26])[F:24])[CH2:11][N:12]2[C:21]3[C:16](=[CH:17][CH:18]=[CH:19][CH:20]=3)[C:15](=[O:22])[CH:14]=[CH:13]2)[CH:7]=1)(=[O:34])[CH3:33].